Predict the reaction yield, written as a fraction of the theoretical maximum amount of product (1.0 means a 100% yield; for example, 0.34 means a 34% yield). From a dataset of Reaction yield outcomes from USPTO patents with 853,638 reactions. (1) The reactants are [CH3:1][C:2]([C:9]([OH:11])=[O:10])([CH2:4][CH2:5][C:6]([OH:8])=[O:7])[NH2:3].Cl[C:13]([O:15][CH2:16][C:17]1[CH:22]=[CH:21][CH:20]=[CH:19][CH:18]=1)=[O:14]. The catalyst is [OH-].[Na+]. The product is [CH2:16]([O:15][C:13]([NH:3][C@:2]([CH3:1])([C:9]([OH:11])=[O:10])[CH2:4][CH2:5][C:6]([OH:8])=[O:7])=[O:14])[C:17]1[CH:22]=[CH:21][CH:20]=[CH:19][CH:18]=1. The yield is 0.830. (2) The reactants are [CH:1]1([CH2:6][CH:7]([N:11]2[C:19]3[C:14](=[CH:15][C:16]([O:20][CH3:21])=[CH:17][CH:18]=3)[C:13](=O)[C:12]2=[O:23])[C:8]([OH:10])=[O:9])[CH2:5][CH2:4][CH2:3][CH2:2]1.O.NN. No catalyst specified. The product is [CH:1]1([CH2:6][CH:7]([N:11]2[C:19]3[C:14](=[CH:15][C:16]([O:20][CH3:21])=[CH:17][CH:18]=3)[CH2:13][C:12]2=[O:23])[C:8]([OH:10])=[O:9])[CH2:5][CH2:4][CH2:3][CH2:2]1. The yield is 0.930. (3) The reactants are [OH:1][C:2]1[C:3](=[O:13])[C:4]2[C:9]([C:10](=[O:12])[CH:11]=1)=[CH:8][CH:7]=[CH:6][CH:5]=2. The catalyst is C1C=CC=CC=1.[Ag]. The product is [OH:1][CH2:2][CH2:11][CH2:10][CH2:9][CH2:8][CH2:7][O:12][C:10]1[C:9]2[C:4](=[CH:5][CH:6]=[CH:7][CH:8]=2)[C:3](=[O:13])[C:2](=[O:1])[CH:11]=1. The yield is 0.500. (4) The reactants are [OH:1][CH2:2][CH2:3][CH:4]([CH3:20])[CH2:5][C@@H:6]1[CH2:10][N:9]([C@H:11]([C:13]2[CH:18]=[CH:17][CH:16]=[CH:15][CH:14]=2)[CH3:12])[C:8](=[O:19])[CH2:7]1.[H-].[Na+].[CH3:23]I. The catalyst is CS(C)=O.O. The product is [CH3:23][O:1][CH2:2][CH2:3][CH:4]([CH3:20])[CH2:5][C@@H:6]1[CH2:10][N:9]([C@H:11]([C:13]2[CH:14]=[CH:15][CH:16]=[CH:17][CH:18]=2)[CH3:12])[C:8](=[O:19])[CH2:7]1. The yield is 0.520. (5) The reactants are [N:1]12[CH2:8][CH2:7][C:4]([C:9]([C:17]3[CH:22]=[CH:21][CH:20]=[CH:19][CH:18]=3)([C:11]3[CH:16]=[CH:15][CH:14]=[CH:13][CH:12]=3)[OH:10])([CH2:5][CH2:6]1)[CH2:3][CH2:2]2.[Br:23][CH2:24][CH2:25][O:26][CH2:27][C:28]1[CH:33]=[CH:32][C:31]([C:34]([CH3:37])([CH3:36])[CH3:35])=[CH:30][CH:29]=1. The catalyst is CC#N.C(Cl)(Cl)Cl. The product is [Br-:23].[CH3:37][C:34]([C:31]1[CH:30]=[CH:29][C:28]([CH2:27][O:26][CH2:25][CH2:24][N+:1]23[CH2:6][CH2:5][C:4]([C:9]([OH:10])([C:17]4[CH:22]=[CH:21][CH:20]=[CH:19][CH:18]=4)[C:11]4[CH:12]=[CH:13][CH:14]=[CH:15][CH:16]=4)([CH2:3][CH2:2]2)[CH2:7][CH2:8]3)=[CH:33][CH:32]=1)([CH3:35])[CH3:36]. The yield is 0.160. (6) The reactants are C(NC(C)C)(C)C.C([Li])CCC.[Cl:13][C:14]1[N:19]=[N:18][C:17]([O:20][CH3:21])=[C:16]([C:22]2[CH:34]=[C:33]([F:35])[CH:32]=[CH:31][C:23]=2[C:24](N(CC)CC)=[O:25])[C:15]=1[CH3:36]. The catalyst is C1COCC1. The product is [Cl:13][C:14]1[C:15]2[CH:36]=[C:24]([OH:25])[C:23]3[CH:31]=[CH:32][C:33]([F:35])=[CH:34][C:22]=3[C:16]=2[C:17]([O:20][CH3:21])=[N:18][N:19]=1. The yield is 0.840.